Dataset: Catalyst prediction with 721,799 reactions and 888 catalyst types from USPTO. Task: Predict which catalyst facilitates the given reaction. Reactant: [CH3:1][O:2][CH2:3][CH2:4][O:5][CH2:6][CH2:7][O:8][CH2:9][CH2:10][C:11]1[CH:16]=[CH:15][C:14]([N+:17]([O-])=O)=[CH:13][CH:12]=1. Product: [CH3:1][O:2][CH2:3][CH2:4][O:5][CH2:6][CH2:7][O:8][CH2:9][CH2:10][C:11]1[CH:16]=[CH:15][C:14]([NH2:17])=[CH:13][CH:12]=1. The catalyst class is: 29.